Task: Regression. Given two drug SMILES strings and cell line genomic features, predict the synergy score measuring deviation from expected non-interaction effect.. Dataset: NCI-60 drug combinations with 297,098 pairs across 59 cell lines Drug 1: C1CC(=O)NC(=O)C1N2CC3=C(C2=O)C=CC=C3N. Drug 2: CCC1=C2CN3C(=CC4=C(C3=O)COC(=O)C4(CC)O)C2=NC5=C1C=C(C=C5)O. Cell line: SK-MEL-2. Synergy scores: CSS=22.4, Synergy_ZIP=-6.11, Synergy_Bliss=-0.741, Synergy_Loewe=-17.5, Synergy_HSA=0.631.